The task is: Predict the product of the given reaction.. This data is from Forward reaction prediction with 1.9M reactions from USPTO patents (1976-2016). (1) The product is: [CH2:10]([C:9]1[C:8]2[C:9](=[CH:10][CH:11]=[CH:12][CH:13]=2)[C:19]([C:20]([OH:21])=[O:14])=[CH:13][CH:8]=1)[CH3:11]. Given the reactants [C:8]1([N-][C:8]2[CH:13]=[CH:12][CH:11]=[CH:10][CH:9]=2)[CH:13]=[CH:12][CH:11]=[CH:10][CH:9]=1.[OH-:14].[K+].C(O)CO[CH2:19][CH2:20][OH:21], predict the reaction product. (2) Given the reactants [CH2:1]([CH:8]([O:25][C:26](=[O:28])[CH3:27])[CH:9]([NH:11][C:12]1[C:13]([CH3:24])=[N:14][O:15][C:16]=1[C:17]1[CH:22]=[CH:21][C:20](Br)=[CH:19][CH:18]=1)[CH3:10])[C:2]1[CH:7]=[CH:6][CH:5]=[CH:4][CH:3]=1.[CH2:29]([O:31][C:32]([C:34]1([C:37]2[CH:42]=[CH:41][C:40](B3OC(C)(C)C(C)(C)O3)=[CH:39][CH:38]=2)[CH2:36][CH2:35]1)=[O:33])[CH3:30], predict the reaction product. The product is: [CH2:29]([O:31][C:32]([C:34]1([C:37]2[CH:42]=[CH:41][C:40]([C:20]3[CH:21]=[CH:22][C:17]([C:16]4[O:15][N:14]=[C:13]([CH3:24])[C:12]=4[NH:11][CH:9]([CH3:10])[CH:8]([O:25][C:26](=[O:28])[CH3:27])[CH2:1][C:2]4[CH:7]=[CH:6][CH:5]=[CH:4][CH:3]=4)=[CH:18][CH:19]=3)=[CH:39][CH:38]=2)[CH2:35][CH2:36]1)=[O:33])[CH3:30]. (3) Given the reactants [N:1]1[C:10]2[C:5](=[CH:6][CH:7]=[CH:8][CH:9]=2)[C:4]([CH:11]=O)=[CH:3][CH:2]=1.N[C:14]1[NH:18][CH:17]=[N:16][C:15]=1[C:19]([NH2:21])=[O:20].C(O)(=O)C.C([BH3-])#[N:27].[Na+], predict the reaction product. The product is: [N:1]1[C:10]2[C:5](=[CH:6][CH:7]=[CH:8][CH:9]=2)[C:4]([CH2:11][NH:27][C:15]2([C:19]([NH2:21])=[O:20])[CH2:14][NH:18][CH:17]=[N:16]2)=[CH:3][CH:2]=1.